From a dataset of Reaction yield outcomes from USPTO patents with 853,638 reactions. Predict the reaction yield, written as a fraction of the theoretical maximum amount of product (1.0 means a 100% yield; for example, 0.34 means a 34% yield). (1) The reactants are S(=O)(=O)(O)O.[Cl:6][C:7]1[CH:8]=[C:9]([CH:21]=[CH:22][C:23]=1[Cl:24])[CH2:10][NH:11][C:12](=[NH:20])[CH:13](OCC)OCC.ClC1C=C2C(=CC=1Cl)C(N)=NC=C2. No catalyst specified. The product is [Cl:6][C:7]1[C:23]([Cl:24])=[CH:22][CH:21]=[C:9]2[C:8]=1[CH:13]=[C:12]([NH2:20])[N:11]=[CH:10]2. The yield is 0.860. (2) The reactants are [CH3:1][NH:2][C:3]([C:5]1[N:6]([C:15]2[CH:20]=[CH:19][C:18]([C:21](=O)[CH3:22])=[CH:17][CH:16]=2)[C:7]2[C:12]([C:13]=1[Cl:14])=[CH:11][CH:10]=[CH:9][CH:8]=2)=[O:4].C(O)(=O)C.C([BH3-])#[N:29].[Na+].C([O-])(=O)C.[NH4+].Cl. The catalyst is CO.C(#N)C.ClCCl. The product is [CH3:1][NH:2][C:3]([C:5]1[N:6]([C:15]2[CH:20]=[CH:19][C:18]([CH:21]([NH2:29])[CH3:22])=[CH:17][CH:16]=2)[C:7]2[C:12]([C:13]=1[Cl:14])=[CH:11][CH:10]=[CH:9][CH:8]=2)=[O:4]. The yield is 0.400. (3) The reactants are [NH2:1][C:2]1[C:11]2[C:6](=[C:7](Br)[CH:8]=[CH:9][CH:10]=2)[N:5]=[N:4][C:3]=1[C:13]([NH:15][CH:16]1[CH2:18][CH2:17]1)=[O:14].[F:19][C:20]1[CH:21]=[C:22](B(O)O)[CH:23]=[N:24][C:25]=1[O:26][CH3:27]. No catalyst specified. The product is [NH2:1][C:2]1[C:11]2[C:6](=[C:7]([C:22]3[CH:23]=[N:24][C:25]([O:26][CH3:27])=[C:20]([F:19])[CH:21]=3)[CH:8]=[CH:9][CH:10]=2)[N:5]=[N:4][C:3]=1[C:13]([NH:15][CH:16]1[CH2:18][CH2:17]1)=[O:14]. The yield is 0.880. (4) The reactants are [F:1][C:2]1[CH:3]=[C:4]([C:34]2[CH:39]=[CH:38][CH:37]=[CH:36][C:35]=2[C:40]2[NH:44][C:43](=[O:45])[O:42][N:41]=2)[CH:5]=[CH:6][C:7]=1[CH2:8][C:9]1[C:10](=[O:33])[N:11]([C:19]2[CH:24]=[CH:23][C:22]([O:25][CH:26]3[CH2:31][CH2:30][CH:29]([OH:32])[CH2:28][CH2:27]3)=[CH:21][CH:20]=2)[C:12]([CH3:18])=[N:13][C:14]=1[CH2:15][CH2:16][CH3:17].CC(OI1(OC(C)=O)(OC(C)=O)OC(=O)C2C1=CC=CC=2)=O.C(OCC)(=O)C.S([O-])([O-])(=O)=S.[Na+].[Na+]. The catalyst is C(Cl)Cl.O. The product is [F:1][C:2]1[CH:3]=[C:4]([C:34]2[CH:39]=[CH:38][CH:37]=[CH:36][C:35]=2[C:40]2[NH:44][C:43](=[O:45])[O:42][N:41]=2)[CH:5]=[CH:6][C:7]=1[CH2:8][C:9]1[C:10](=[O:33])[N:11]([C:19]2[CH:20]=[CH:21][C:22]([O:25][CH:26]3[CH2:31][CH2:30][C:29](=[O:32])[CH2:28][CH2:27]3)=[CH:23][CH:24]=2)[C:12]([CH3:18])=[N:13][C:14]=1[CH2:15][CH2:16][CH3:17]. The yield is 0.880. (5) The reactants are Cl[C:2]1[CH:7]=[C:6]([O:8][C:9]2[CH:15]=[CH:14][C:12]([NH2:13])=[CH:11][C:10]=2[F:16])[CH:5]=[CH:4][N:3]=1.CC1(C)C(C)(C)OB([C:25]2[CH:26]=[N:27][NH:28][CH:29]=2)O1.C(=O)([O-])[O-].[Na+].[Na+]. The catalyst is C1C=CC([P]([Pd]([P](C2C=CC=CC=2)(C2C=CC=CC=2)C2C=CC=CC=2)([P](C2C=CC=CC=2)(C2C=CC=CC=2)C2C=CC=CC=2)[P](C2C=CC=CC=2)(C2C=CC=CC=2)C2C=CC=CC=2)(C2C=CC=CC=2)C2C=CC=CC=2)=CC=1.C1(C)C=CC=CC=1.C(O)C.O. The product is [NH:27]1[CH:26]=[C:25]([C:2]2[CH:7]=[C:6]([O:8][C:9]3[CH:15]=[CH:14][C:12]([NH2:13])=[CH:11][C:10]=3[F:16])[CH:5]=[CH:4][N:3]=2)[CH:29]=[N:28]1. The yield is 0.780.